Dataset: Catalyst prediction with 721,799 reactions and 888 catalyst types from USPTO. Task: Predict which catalyst facilitates the given reaction. (1) Reactant: C(OC(=O)[NH:7][C:8]1[CH:13]=[CH:12][C:11]([C:14]([F:17])([F:16])[F:15])=[CH:10][C:9]=1[C:18](=[O:43])[NH:19][C@H:20]1[CH2:24][CH2:23][N:22]([C@@H:25]([CH2:31][NH:32][CH2:33][C:34]2[CH:39]=[CH:38][C:37]([CH3:40])=[CH:36][C:35]=2[CH3:41])[C@@H:26]([OH:30])[CH2:27][CH2:28][CH3:29])[C:21]1=[O:42])(C)(C)C. Product: [NH2:7][C:8]1[CH:13]=[CH:12][C:11]([C:14]([F:17])([F:15])[F:16])=[CH:10][C:9]=1[C:18]([NH:19][C@H:20]1[CH2:24][CH2:23][N:22]([C@@H:25]([CH2:31][NH:32][CH2:33][C:34]2[CH:39]=[CH:38][C:37]([CH3:40])=[CH:36][C:35]=2[CH3:41])[C@@H:26]([OH:30])[CH2:27][CH2:28][CH3:29])[C:21]1=[O:42])=[O:43]. The catalyst class is: 157. (2) Reactant: [CH3:1][C:2]1[CH:3]=[C:4]([CH:7]=[CH:8][C:9]=1[O:10][CH3:11])[CH:5]=O.[N+:12]([CH3:15])([O-:14])=[O:13].[OH-].[Na+].Cl. Product: [CH3:1][C:2]1[CH:3]=[C:4](/[CH:5]=[CH:15]/[N+:12]([O-:14])=[O:13])[CH:7]=[CH:8][C:9]=1[O:10][CH3:11]. The catalyst class is: 24. (3) Reactant: [C:1]([C:4]1[CH:5]=[CH:6][C:7]([NH:34][CH2:35][CH3:36])=[C:8]([N:10]=[C:11]2[N:15]([CH2:16][C:17]3[CH:22]=[CH:21][CH:20]=[CH:19][CH:18]=3)[C:14](=[O:23])[C:13](=[C:24]3[N:28]([CH3:29])[C:27]4[CH:30]=[CH:31][CH:32]=[CH:33][C:26]=4[S:25]3)[S:12]2)[CH:9]=1)(=[O:3])[CH3:2].[BH4-].[Na+]. Product: [CH2:16]([N:15]1[C:14](=[O:23])[C:13](=[C:24]2[N:28]([CH3:29])[C:27]3[CH:30]=[CH:31][CH:32]=[CH:33][C:26]=3[S:25]2)[S:12][C:11]1=[N:10][C:8]1[CH:9]=[C:4]([CH:1]([OH:3])[CH3:2])[CH:5]=[CH:6][C:7]=1[NH:34][CH2:35][CH3:36])[C:17]1[CH:18]=[CH:19][CH:20]=[CH:21][CH:22]=1. The catalyst class is: 92. (4) Reactant: [NH2:1][C:2]1[C:7]([F:8])=[C:6]([Cl:9])[N:5]=[C:4]([C:10]([O:12][CH:13]([CH3:15])[CH3:14])=[O:11])[CH:3]=1.[Cl:16]N1C(C)(C)C(=O)N(Cl)C1=O.O. Product: [NH2:1][C:2]1[C:7]([F:8])=[C:6]([Cl:9])[N:5]=[C:4]([C:10]([O:12][CH:13]([CH3:15])[CH3:14])=[O:11])[C:3]=1[Cl:16]. The catalyst class is: 10.